From a dataset of Full USPTO retrosynthesis dataset with 1.9M reactions from patents (1976-2016). Predict the reactants needed to synthesize the given product. Given the product [CH3:19][S:18][C:14]1[N:13]=[C:12]([N:8]2[C:7]3[CH:6]=[CH:5][CH:4]=[C:3]([OH:2])[C:11]=3[N:10]=[N:9]2)[CH:17]=[CH:16][N:15]=1, predict the reactants needed to synthesize it. The reactants are: C[O:2][C:3]1[C:11]2[N:10]=[N:9][N:8]([C:12]3[CH:17]=[CH:16][N:15]=[C:14]([S:18][CH3:19])[N:13]=3)[C:7]=2[CH:6]=[CH:5][CH:4]=1.C(Cl)Cl.B(Br)(Br)Br.